This data is from Peptide-MHC class I binding affinity with 185,985 pairs from IEDB/IMGT. The task is: Regression. Given a peptide amino acid sequence and an MHC pseudo amino acid sequence, predict their binding affinity value. This is MHC class I binding data. (1) The peptide sequence is LLYKQLNFT. The MHC is HLA-A11:01 with pseudo-sequence HLA-A11:01. The binding affinity (normalized) is 0.0847. (2) The peptide sequence is KSDLQPPNY. The MHC is HLA-B40:01 with pseudo-sequence HLA-B40:01. The binding affinity (normalized) is 0.0847.